Dataset: Full USPTO retrosynthesis dataset with 1.9M reactions from patents (1976-2016). Task: Predict the reactants needed to synthesize the given product. (1) Given the product [CH2:17]([O:19][C:20](=[O:33])[CH2:21][NH:22][C:23]([C:25]1[C:29]([CH3:30])=[C:28]([CH:31]=[C:4]2[C:3]3[C:7](=[CH:8][CH:9]=[C:10]([S:11](=[O:12])(=[O:13])[NH:14][CH3:15])[C:2]=3[CH3:1])[NH:6][C:5]2=[O:16])[NH:27][CH:26]=1)=[O:24])[CH3:18], predict the reactants needed to synthesize it. The reactants are: [CH3:1][C:2]1[C:10]([S:11]([NH:14][CH3:15])(=[O:13])=[O:12])=[CH:9][CH:8]=[C:7]2[C:3]=1[CH2:4][C:5](=[O:16])[NH:6]2.[CH2:17]([O:19][C:20](=[O:33])[CH2:21][NH:22][C:23]([C:25]1[C:29]([CH3:30])=[C:28]([CH:31]=O)[NH:27][CH:26]=1)=[O:24])[CH3:18].N1CCCCC1. (2) Given the product [CH3:42][C@@:12]1([OH:41])[C@H:11]([OH:10])[C@@H:15]([CH2:16][OH:17])[O:14][C@H:13]1[N:27]1[CH:40]=[C:31]2[CH:32]=[CH:33][C:34]3[C:35](=[O:39])[NH:36][N:37]=[CH:38][C:29]([C:30]=32)=[N:28]1, predict the reactants needed to synthesize it. The reactants are: ClC1C=C(Cl)C=CC=1C[O:10][C@@H:11]1[C@@H:15]([CH2:16][O:17]CC2C=CC(Cl)=CC=2Cl)[O:14][C@@H:13]([N:27]2[CH:40]=[C:31]3[CH:32]=[CH:33][C:34]4[C:35](=[O:39])[NH:36][N:37]=[CH:38][C:29]([C:30]=43)=[N:28]2)[C@:12]1([CH3:42])[OH:41].B(Cl)(Cl)Cl. (3) Given the product [F:1][C:2]1[CH:3]=[CH:4][C:5]([C:6]([NH:7][CH2:8][C:9](=[O:11])[NH:33][CH:22]([C:19]2[CH:18]=[CH:17][C:16]([F:15])=[CH:21][CH:20]=2)[C:23]2[CH:28]=[CH:27][CH:26]=[C:25]([C:29]([F:30])([F:31])[F:32])[CH:24]=2)=[O:12])=[CH:13][CH:14]=1, predict the reactants needed to synthesize it. The reactants are: [F:1][C:2]1[CH:14]=[CH:13][C:5]([C:6](=[O:12])[NH:7][CH2:8][C:9]([OH:11])=O)=[CH:4][CH:3]=1.[F:15][C:16]1[CH:21]=[CH:20][C:19]([CH:22]([NH2:33])[C:23]2[CH:28]=[CH:27][CH:26]=[C:25]([C:29]([F:32])([F:31])[F:30])[CH:24]=2)=[CH:18][CH:17]=1. (4) Given the product [Cl:34][C:31]1[CH:32]=[CH:33][C:20]2[N:19]([C:17]([CH:14]3[CH2:13][CH2:12][CH:11]([CH2:10][NH:9][CH2:2][CH2:3][CH2:4][CH2:5][CH2:6][CH3:7])[CH2:16][CH2:15]3)=[O:18])[CH2:28][C:27]3[CH:26]=[N:25][N:24]([CH3:29])[C:23]=3[NH:22][C:21]=2[CH:30]=1, predict the reactants needed to synthesize it. The reactants are: Br[CH2:2][CH2:3][CH2:4][CH2:5][CH2:6][CH3:7].Cl.[NH2:9][CH2:10][CH:11]1[CH2:16][CH2:15][CH:14]([C:17]([N:19]2[CH2:28][C:27]3[CH:26]=[N:25][N:24]([CH3:29])[C:23]=3[NH:22][C:21]3[CH:30]=[C:31]([Cl:34])[CH:32]=[CH:33][C:20]2=3)=[O:18])[CH2:13][CH2:12]1. (5) Given the product [NH2:15][C:13]1[CH:12]=[CH:11][C:3]([C:4]([O:6][C:7]([CH3:9])([CH3:10])[CH3:8])=[O:5])=[C:2]([Cl:1])[CH:14]=1, predict the reactants needed to synthesize it. The reactants are: [Cl:1][C:2]1[CH:14]=[C:13]([N+:15]([O-])=O)[CH:12]=[CH:11][C:3]=1[C:4]([O:6][C:7]([CH3:10])([CH3:9])[CH3:8])=[O:5].C(OCC)(=O)C. (6) Given the product [O:19]1[C:20]2[C:12]([C:2]([CH3:11])([CH3:1])[CH2:3][C:4]([CH2:6][NH:38][C:25]3[N:24]=[C:23]([CH2:21][CH3:22])[N:28]=[C:27]4[N:29]([C:32]5[CH:37]=[CH:36][N:35]=[CH:34][CH:33]=5)[N:30]=[CH:31][C:26]=34)([OH:5])[C:7]([F:10])([F:8])[F:9])=[CH:13][CH:14]=[CH:15][C:16]=2[CH2:17][CH2:18]1, predict the reactants needed to synthesize it. The reactants are: [CH3:1][C:2]([C:12]1[C:20]2[O:19][CH2:18][CH2:17][C:16]=2[CH:15]=[CH:14][CH:13]=1)([CH3:11])[CH2:3][C:4]1([C:7]([F:10])([F:9])[F:8])[CH2:6][O:5]1.[CH2:21]([C:23]1[N:28]=[C:27]2[N:29]([C:32]3[CH:37]=[CH:36][N:35]=[CH:34][CH:33]=3)[N:30]=[CH:31][C:26]2=[C:25]([NH2:38])[N:24]=1)[CH3:22]. (7) Given the product [CH3:1][O:2][C:3]1[CH:4]=[C:5]2[C:14](=[CH:15][CH:16]=1)[CH:13]([OH:17])[CH:12]([C:18]1[CH:23]=[CH:22][C:21]([O:24][CH3:25])=[CH:20][CH:19]=1)[CH:11]1[CH:6]2[CH2:7][CH2:8][CH2:9][CH2:10]1, predict the reactants needed to synthesize it. The reactants are: [CH3:1][O:2][C:3]1[CH:4]=[C:5]2[C:14](=[CH:15][CH:16]=1)[C:13](=[O:17])[CH:12]([C:18]1[CH:23]=[CH:22][C:21]([O:24][CH3:25])=[CH:20][CH:19]=1)[CH:11]1[CH:6]2[CH2:7][CH2:8][CH2:9][CH2:10]1.[BH4-].[Na+].C(O)C.